Predict the reaction yield, written as a fraction of the theoretical maximum amount of product (1.0 means a 100% yield; for example, 0.34 means a 34% yield). From a dataset of Reaction yield outcomes from USPTO patents with 853,638 reactions. (1) The catalyst is CN(C)C=O. The reactants are [NH2:1][C@H:2]1[C:11]2[C:6](=[CH:7][CH:8]=[C:9]([F:12])[CH:10]=2)[N:5]([C:13](=[O:15])[CH3:14])[C@@H:4]([CH:16]2[CH2:18][CH2:17]2)[C@@H:3]1[CH3:19].F[C:21]1[CH:28]=[CH:27][C:24]([C:25]#[N:26])=[CH:23][N:22]=1.C(N(CC)CC)C. The product is [C:13]([N:5]1[C:6]2[C:11](=[CH:10][C:9]([F:12])=[CH:8][CH:7]=2)[C@H:2]([NH:1][C:21]2[CH:28]=[CH:27][C:24]([C:25]#[N:26])=[CH:23][N:22]=2)[C@@H:3]([CH3:19])[C@@H:4]1[CH:16]1[CH2:18][CH2:17]1)(=[O:15])[CH3:14]. The yield is 0.460. (2) The reactants are Br[C:2]1[CH:3]=[C:4]([CH:32]=[CH:33][CH:34]=1)[O:5][C:6]1[CH:11]=[CH:10][C:9]([C:12]2[N:16]([CH:17]3[CH2:22][CH2:21][CH2:20][CH2:19][CH2:18]3)[C:15]3[CH:23]=[CH:24][C:25]([C:27]([O:29][CH2:30][CH3:31])=[O:28])=[CH:26][C:14]=3[N:13]=2)=[CH:8][CH:7]=1.[Cl:35][C:36]1[CH:37]=[C:38](B(O)O)[CH:39]=[CH:40][CH:41]=1. No catalyst specified. The product is [Cl:35][C:36]1[CH:41]=[C:40]([C:2]2[CH:3]=[C:4]([CH:32]=[CH:33][CH:34]=2)[O:5][C:6]2[CH:11]=[CH:10][C:9]([C:12]3[N:16]([CH:17]4[CH2:18][CH2:19][CH2:20][CH2:21][CH2:22]4)[C:15]4[CH:23]=[CH:24][C:25]([C:27]([O:29][CH2:30][CH3:31])=[O:28])=[CH:26][C:14]=4[N:13]=3)=[CH:8][CH:7]=2)[CH:39]=[CH:38][CH:37]=1. The yield is 0.850. (3) The reactants are C([O:8][P:9]([O:19][C:20]1[C:21]([OH:43])=[C:22]([C:38]([O:40][CH2:41][CH3:42])=[O:39])[N:23]([C:30]2[CH:35]=[CH:34][C:33]([O:36][CH3:37])=[CH:32][CH:31]=2)[C:24]=1[C:25](=[O:29])[N:26]([CH3:28])[CH3:27])([O:11]CC1C=CC=CC=1)=[O:10])C1C=CC=CC=1. The catalyst is CO.[Pd]. The product is [CH3:28][N:26]([CH3:27])[C:25]([C:24]1[N:23]([C:30]2[CH:35]=[CH:34][C:33]([O:36][CH3:37])=[CH:32][CH:31]=2)[C:22]([C:38]([O:40][CH2:41][CH3:42])=[O:39])=[C:21]([OH:43])[C:20]=1[O:19][P:9]([OH:10])([OH:11])=[O:8])=[O:29]. The yield is 0.940. (4) The reactants are [NH2:1][C@H:2]([C:28]([OH:30])=[O:29])[CH2:3][CH2:4][CH2:5][NH:6][C:7](=[NH:27])[NH:8][S:9]([C:12]1[C:25]([CH3:26])=[C:23]([CH3:24])[C:22]2[O:21][C:18]([CH3:20])([CH3:19])[CH2:17][CH2:16][C:15]=2[C:13]=1[CH3:14])(=[O:11])=[O:10].[C:31](O[C:31]([O:32][CH2:33][CH:34]=[CH2:35])=[O:36])(=[O:36])[O:32][CH2:33][CH:34]=[CH2:35].C([O-])([O-])=O.[Na+].[Na+]. The catalyst is O.C(O)(C(F)(F)F)=O.C(Cl)Cl. The product is [NH:1]([C:31]([O:32][CH2:33][CH:34]=[CH2:35])=[O:36])[C@H:2]([C:28]([OH:30])=[O:29])[CH2:3][CH2:4][CH2:5][NH:6][C:7](=[NH:27])[NH:8][S:9]([C:12]1[C:25]([CH3:26])=[C:23]([CH3:24])[C:22]2[O:21][C:18]([CH3:20])([CH3:19])[CH2:17][CH2:16][C:15]=2[C:13]=1[CH3:14])(=[O:11])=[O:10]. The yield is 0.700.